Dataset: Reaction yield outcomes from USPTO patents with 853,638 reactions. Task: Predict the reaction yield, written as a fraction of the theoretical maximum amount of product (1.0 means a 100% yield; for example, 0.34 means a 34% yield). The reactants are [NH2:1][N:2]1[CH:6]=[C:5]([C:7]#[N:8])[CH:4]=[C:3]1[C:9]#[N:10].C(O)(=O)C.[CH:15](N)=[NH:16].C([O-])([O-])=O.[K+].[K+].CCOC(C)=O. The catalyst is CCO. The product is [NH2:10][C:9]1[C:3]2=[CH:4][C:5]([C:7]#[N:8])=[CH:6][N:2]2[N:1]=[CH:15][N:16]=1. The yield is 0.710.